Predict the product of the given reaction. From a dataset of Forward reaction prediction with 1.9M reactions from USPTO patents (1976-2016). (1) Given the reactants C[O:2][C:3](=[O:30])[CH2:4][CH:5]1[CH2:10][CH2:9][N:8]([CH:11]2[CH2:29][CH2:28][C:13]3([C:19]4[CH:20]=[CH:21][CH:22]=[CH:23][C:18]=4[CH2:17][C:16]4[CH:24]=[CH:25][CH:26]=[CH:27][C:15]=4[CH2:14]3)[CH2:12]2)[CH2:7][CH2:6]1.[OH-].[K+], predict the reaction product. The product is: [CH:27]1[C:15]2[CH2:14][C:13]3([CH2:28][CH2:29][CH:11]([N:8]4[CH2:9][CH2:10][CH:5]([CH2:4][C:3]([OH:30])=[O:2])[CH2:6][CH2:7]4)[CH2:12]3)[C:19]3[CH:20]=[CH:21][CH:22]=[CH:23][C:18]=3[CH2:17][C:16]=2[CH:24]=[CH:25][CH:26]=1. (2) Given the reactants B(Br)(Br)Br.[F:5][C:6]1[C:11]([O:12][CH2:13][C:14]2[O:18][N:17]=[C:16]([C:19]3[CH:24]=[CH:23][C:22]([O:25]C)=[CH:21][CH:20]=3)[N:15]=2)=[CH:10][CH:9]=[C:8]([F:27])[C:7]=1[C:28]([NH2:30])=[O:29].O, predict the reaction product. The product is: [F:5][C:6]1[C:11]([O:12][CH2:13][C:14]2[O:18][N:17]=[C:16]([C:19]3[CH:24]=[CH:23][C:22]([OH:25])=[CH:21][CH:20]=3)[N:15]=2)=[CH:10][CH:9]=[C:8]([F:27])[C:7]=1[C:28]([NH2:30])=[O:29].